This data is from Full USPTO retrosynthesis dataset with 1.9M reactions from patents (1976-2016). The task is: Predict the reactants needed to synthesize the given product. (1) Given the product [C:1]([N:5]1[C:9](=[O:10])[CH2:8][CH:7]([C:11]2[CH:16]=[CH:15][C:14]([CH2:17][OH:18])=[CH:13][CH:12]=2)[S:6]1(=[O:20])=[O:19])([CH3:4])([CH3:2])[CH3:3], predict the reactants needed to synthesize it. The reactants are: [C:1]([N:5]1[C:9](=[O:10])[CH:8]=[C:7]([C:11]2[CH:16]=[CH:15][C:14]([CH2:17][OH:18])=[CH:13][CH:12]=2)[S:6]1(=[O:20])=[O:19])([CH3:4])([CH3:3])[CH3:2].[BH4-].[Li+]. (2) Given the product [OH:28][CH2:27][C:21]1[CH:22]=[C:23]2[C:18](=[CH:19][CH:20]=1)[C:17](=[O:30])[C:16]1[CH2:15][CH2:14][C:13]([CH3:31])([CH3:12])[CH2:26][C:25]=1[S:24]2, predict the reactants needed to synthesize it. The reactants are: C(N(C(C)C)CC)(C)C.[BH4-].[Na+].[CH3:12][C:13]1([CH3:31])[CH2:26][C:25]2[S:24][C:23]3[C:18](=[CH:19][CH:20]=[C:21]([C:27](O)=[O:28])[CH:22]=3)[C:17](=[O:30])[C:16]=2[CH2:15][CH2:14]1.F[P-](F)(F)(F)(F)F.N1C2C=CC=C(O[P+](N(C)C)(N(C)C)N(C)C)C=2N=N1.